Dataset: NCI-60 drug combinations with 297,098 pairs across 59 cell lines. Task: Regression. Given two drug SMILES strings and cell line genomic features, predict the synergy score measuring deviation from expected non-interaction effect. (1) Cell line: K-562. Drug 2: CCCCC(=O)OCC(=O)C1(CC(C2=C(C1)C(=C3C(=C2O)C(=O)C4=C(C3=O)C=CC=C4OC)O)OC5CC(C(C(O5)C)O)NC(=O)C(F)(F)F)O. Drug 1: CC1=C2C(C(=O)C3(C(CC4C(C3C(C(C2(C)C)(CC1OC(=O)C(C(C5=CC=CC=C5)NC(=O)C6=CC=CC=C6)O)O)OC(=O)C7=CC=CC=C7)(CO4)OC(=O)C)O)C)OC(=O)C. Synergy scores: CSS=23.1, Synergy_ZIP=-5.84, Synergy_Bliss=-15.2, Synergy_Loewe=-15.1, Synergy_HSA=-14.7. (2) Drug 1: C1CN1P(=S)(N2CC2)N3CC3. Drug 2: CC1C(C(CC(O1)OC2CC(CC3=C2C(=C4C(=C3O)C(=O)C5=C(C4=O)C(=CC=C5)OC)O)(C(=O)CO)O)N)O.Cl. Cell line: HS 578T. Synergy scores: CSS=27.9, Synergy_ZIP=-4.01, Synergy_Bliss=-4.93, Synergy_Loewe=-15.8, Synergy_HSA=-2.04. (3) Drug 1: C1CC(C1)(C(=O)O)C(=O)O.[NH2-].[NH2-].[Pt+2]. Drug 2: C1CC(=O)NC(=O)C1N2C(=O)C3=CC=CC=C3C2=O. Cell line: UACC-257. Synergy scores: CSS=1.25, Synergy_ZIP=0.966, Synergy_Bliss=-0.0383, Synergy_Loewe=-1.83, Synergy_HSA=-1.81. (4) Drug 1: CCC1(CC2CC(C3=C(CCN(C2)C1)C4=CC=CC=C4N3)(C5=C(C=C6C(=C5)C78CCN9C7C(C=CC9)(C(C(C8N6C)(C(=O)OC)O)OC(=O)C)CC)OC)C(=O)OC)O.OS(=O)(=O)O. Drug 2: CN(CCCl)CCCl.Cl. Cell line: SK-MEL-2. Synergy scores: CSS=18.6, Synergy_ZIP=-4.27, Synergy_Bliss=-5.52, Synergy_Loewe=-3.04, Synergy_HSA=-5.62. (5) Drug 1: C1=CC(=C2C(=C1NCCNCCO)C(=O)C3=C(C=CC(=C3C2=O)O)O)NCCNCCO. Drug 2: CCC1=C2CN3C(=CC4=C(C3=O)COC(=O)C4(CC)O)C2=NC5=C1C=C(C=C5)O. Cell line: SW-620. Synergy scores: CSS=37.7, Synergy_ZIP=-11.8, Synergy_Bliss=-14.6, Synergy_Loewe=-9.65, Synergy_HSA=-6.98. (6) Drug 1: CCC1(CC2CC(C3=C(CCN(C2)C1)C4=CC=CC=C4N3)(C5=C(C=C6C(=C5)C78CCN9C7C(C=CC9)(C(C(C8N6C)(C(=O)OC)O)OC(=O)C)CC)OC)C(=O)OC)O.OS(=O)(=O)O. Drug 2: CCN(CC)CCCC(C)NC1=C2C=C(C=CC2=NC3=C1C=CC(=C3)Cl)OC. Cell line: PC-3. Synergy scores: CSS=11.1, Synergy_ZIP=-2.25, Synergy_Bliss=0.175, Synergy_Loewe=0.752, Synergy_HSA=0.776.